Task: Predict the reaction yield, written as a fraction of the theoretical maximum amount of product (1.0 means a 100% yield; for example, 0.34 means a 34% yield).. Dataset: Reaction yield outcomes from USPTO patents with 853,638 reactions (1) The reactants are Br[C:2]1[CH:7]=[CH:6][C:5]([O:8][CH3:9])=[CH:4][CH:3]=1.[Li]CCCC.CCCCCC.[CH2:21]([O:28][C@@H:29]1[C@@H:35]([O:36][CH2:37][C:38]2[CH:43]=[CH:42][CH:41]=[CH:40][CH:39]=2)[C@H:34]([O:44][CH2:45][C:46]2[CH:51]=[CH:50][CH:49]=[CH:48][CH:47]=2)[C@@H:33]([CH2:52][O:53][CH2:54][C:55]2[CH:60]=[CH:59][CH:58]=[CH:57][CH:56]=2)[S:32][C:30]1([C:61]1[CH:66]=[C:65]([CH:67]=[O:68])[C:64]([CH3:69])=[CH:63][C:62]=1[O:70][CH2:71][C:72]1[CH:77]=[CH:76][CH:75]=[CH:74][CH:73]=1)[OH:31])[C:22]1[CH:27]=[CH:26][CH:25]=[CH:24][CH:23]=1. The catalyst is O1CCCC1.O. The product is [CH2:21]([O:28][C@@H:29]1[C@@H:35]([O:36][CH2:37][C:38]2[CH:39]=[CH:40][CH:41]=[CH:42][CH:43]=2)[C@H:34]([O:44][CH2:45][C:46]2[CH:51]=[CH:50][CH:49]=[CH:48][CH:47]=2)[C@@H:33]([CH2:52][O:53][CH2:54][C:55]2[CH:56]=[CH:57][CH:58]=[CH:59][CH:60]=2)[S:32][C:30]1([C:61]1[CH:66]=[C:65]([CH:67]([C:2]2[CH:7]=[CH:6][C:5]([O:8][CH3:9])=[CH:4][CH:3]=2)[OH:68])[C:64]([CH3:69])=[CH:63][C:62]=1[O:70][CH2:71][C:72]1[CH:73]=[CH:74][CH:75]=[CH:76][CH:77]=1)[OH:31])[C:22]1[CH:27]=[CH:26][CH:25]=[CH:24][CH:23]=1. The yield is 0.720. (2) The reactants are [C:1]([O:5][C:6]([N:8]1[CH2:13][CH2:12][C:11]([CH3:17])([C:14]([OH:16])=O)[CH2:10][CH2:9]1)=[O:7])([CH3:4])([CH3:3])[CH3:2].CN([C:21]([O:25][N:26]1N=NC2C=CC=N[C:27]1=2)=[N+](C)C)C.F[P-](F)(F)(F)(F)F.CCN(C(C)C)C(C)C.Cl.CONC. The catalyst is CN(C=O)C. The product is [CH3:21][O:25][N:26]([CH3:27])[C:14]([C:11]1([CH3:17])[CH2:10][CH2:9][N:8]([C:6]([O:5][C:1]([CH3:2])([CH3:3])[CH3:4])=[O:7])[CH2:13][CH2:12]1)=[O:16]. The yield is 0.850. (3) The reactants are I[C:2]1[CH:7]=[C:6]([CH3:8])[C:5]([C:9]2[N:10]=[C:11]([NH:14][C:15](=[O:22])[C:16]3[CH:21]=[CH:20][N:19]=[CH:18][CH:17]=3)[S:12][CH:13]=2)=[C:4]([CH3:23])[CH:3]=1.[CH3:24][O:25][CH2:26][CH2:27][O:28][C:29]1[N:30]=[CH:31][C:32]([SH:35])=[N:33][CH:34]=1.C(=O)([O-])[O-].[K+].[K+]. The catalyst is CN(C=O)C.[Cu](I)I. The product is [CH3:24][O:25][CH2:26][CH2:27][O:28][C:29]1[N:30]=[CH:31][C:32]([S:35][C:2]2[CH:7]=[C:6]([CH3:8])[C:5]([C:9]3[N:10]=[C:11]([NH:14][C:15](=[O:22])[C:16]4[CH:21]=[CH:20][N:19]=[CH:18][CH:17]=4)[S:12][CH:13]=3)=[C:4]([CH3:23])[CH:3]=2)=[N:33][CH:34]=1. The yield is 0.590. (4) The reactants are [CH2:1]([N:8]1[C:17]2[C:16]3[CH:18]=[CH:19][CH:20]=[CH:21][C:15]=3[N:14]([C:22]([C:24]3[CH:31]=[CH:30][C:27]([C:28]#[N:29])=[C:26]([CH3:32])[CH:25]=3)=[O:23])[CH2:13][CH2:12][C:11]=2[N:10]=[C:9]1[CH3:33])[C:2]1[CH:7]=[CH:6][CH:5]=[CH:4][CH:3]=1.[BH4-].[Na+].N. The catalyst is CO.O.O.O.O.O.O.[Co](Cl)Cl. The product is [NH2:29][CH2:28][C:27]1[CH:30]=[CH:31][C:24]([C:22]([N:14]2[CH2:13][CH2:12][C:11]3[N:10]=[C:9]([CH3:33])[N:8]([CH2:1][C:2]4[CH:3]=[CH:4][CH:5]=[CH:6][CH:7]=4)[C:17]=3[C:16]3[CH:18]=[CH:19][CH:20]=[CH:21][C:15]2=3)=[O:23])=[CH:25][C:26]=1[CH3:32]. The yield is 0.810. (5) The reactants are [N:1]([CH2:4][C:5]1[CH:10]=[CH:9][CH:8]=[CH:7][C:6]=1[I:11])=[N+]=[N-].C1(P(C2C=CC=CC=2)C2C=CC=CC=2)C=CC=CC=1.[OH-].[Na+].Cl. The catalyst is C1COCC1.[OH-].[NH4+].CCOCC. The product is [I:11][C:6]1[CH:7]=[CH:8][CH:9]=[CH:10][C:5]=1[CH2:4][NH2:1]. The yield is 0.800. (6) The reactants are C([O:8][C:9]1[CH:25]=[CH:24][C:12]([CH2:13][NH:14][C:15]2[C:20]([Cl:21])=[C:19]([CH3:22])[N:18]=[C:17]([CH3:23])[N:16]=2)=[CH:11][C:10]=1[O:26][CH:27]([F:29])[F:28])C1C=CC=CC=1.Cl. The catalyst is C(O)C. The product is [Cl:21][C:20]1[C:15]([NH:14][CH2:13][C:12]2[CH:24]=[CH:25][C:9]([OH:8])=[C:10]([O:26][CH:27]([F:29])[F:28])[CH:11]=2)=[N:16][C:17]([CH3:23])=[N:18][C:19]=1[CH3:22]. The yield is 0.410. (7) The reactants are [CH2:1]([N:3]1[CH:7]=[C:6]([C:8]2[CH:13]=[CH:12][N:11]=[C:10]3[NH:14][C:15]([C:17]([OH:19])=O)=[CH:16][C:9]=23)[C:5]([C:20]2[CH:25]=[CH:24][C:23]([N+:26]([O-:28])=[O:27])=[CH:22][CH:21]=2)=[N:4]1)[CH3:2].[CH3:29][N:30]1[CH2:35][CH2:34][N:33]([CH2:36][CH2:37][NH2:38])[CH2:32][CH2:31]1.Cl.CN(C)CCCN=C=NCC. The catalyst is CN(C)C=O. The product is [CH2:1]([N:3]1[CH:7]=[C:6]([C:8]2[CH:13]=[CH:12][N:11]=[C:10]3[NH:14][C:15]([C:17]([NH:38][CH2:37][CH2:36][N:33]4[CH2:34][CH2:35][N:30]([CH3:29])[CH2:31][CH2:32]4)=[O:19])=[CH:16][C:9]=23)[C:5]([C:20]2[CH:25]=[CH:24][C:23]([N+:26]([O-:28])=[O:27])=[CH:22][CH:21]=2)=[N:4]1)[CH3:2]. The yield is 0.200.